This data is from Catalyst prediction with 721,799 reactions and 888 catalyst types from USPTO. The task is: Predict which catalyst facilitates the given reaction. (1) Reactant: [N+:1]([C:4]1[CH:5]=[C:6]([CH2:10][C:11]([O:13][CH3:14])=[O:12])[CH:7]=[CH:8][CH:9]=1)([O-])=O.[H][H]. Product: [NH2:1][C:4]1[CH:5]=[C:6]([CH2:10][C:11]([O:13][CH3:14])=[O:12])[CH:7]=[CH:8][CH:9]=1. The catalyst class is: 43. (2) Reactant: [C:1]([OH:9])(=[O:8])[CH:2]([CH2:4][C:5]([OH:7])=[O:6])[OH:3].[OH-:10].[Cu+2:11].[OH-]. Product: [C:1]([OH:9])(=[O:8])[CH:2]([CH2:4][C:5]([OH:7])=[O:6])[OH:3].[C:1]([O:9][OH:10])(=[O:8])[CH:2]([CH2:4][C:5]([O-:7])=[O:6])[OH:3].[Cu+2:11].[Cu+2:11].[OH:10][O:8][C:1](=[O:9])[CH:2]([CH2:4][C:5]([O-:7])=[O:6])[OH:3].[OH:10][O:8][C:1](=[O:9])[CH:2]([CH2:4][C:5]([O-:7])=[O:6])[OH:3].[OH:10][O:8][C:1](=[O:9])[CH:2]([CH2:4][C:5]([O-:7])=[O:6])[OH:3]. The catalyst class is: 6. (3) Reactant: [CH2:1]([O:8][C:9]([NH:11][C@H:12]([C:24](O)=[O:25])[CH2:13][CH2:14][CH2:15][NH:16][C:17]([O:19][C:20]([CH3:23])([CH3:22])[CH3:21])=[O:18])=[O:10])[C:2]1[CH:7]=[CH:6][CH:5]=[CH:4][CH:3]=1.CN1CCOCC1.ClC(OCC)=O.[H-].[Al+3].[Li+].[H-].[H-].[H-]. Product: [CH2:1]([O:8][C:9](=[O:10])[NH:11][C@H:12]([CH2:24][OH:25])[CH2:13][CH2:14][CH2:15][NH:16][C:17]([O:19][C:20]([CH3:22])([CH3:23])[CH3:21])=[O:18])[C:2]1[CH:3]=[CH:4][CH:5]=[CH:6][CH:7]=1. The catalyst class is: 7. (4) Reactant: [C:1]([S:5][CH2:6][C:7]1[CH:12]=[CH:11][C:10]([C:13]([C:18]2[CH:31]=[CH:30][C:21]([O:22][CH2:23][C@H:24]3[O:28][C:27](=[O:29])[CH2:26][CH2:25]3)=[C:20]([CH3:32])[CH:19]=2)([CH2:16][CH3:17])[CH2:14][CH3:15])=[CH:9][C:8]=1[CH3:33])([CH3:4])([CH3:3])[CH3:2].C[O:35]C(=O)C1C=CC(C(CC)(C2C=CC(O)=C(C)C=2)CC)=CC=1C.C1C=C(Cl)C=C(C(OO)=O)C=1. Product: [CH2:16]([C:13]([C:18]1[CH:31]=[CH:30][C:21]([O:22][CH2:23][C@H:24]2[O:28][C:27](=[O:29])[CH2:26][CH2:25]2)=[C:20]([CH3:32])[CH:19]=1)([C:10]1[CH:11]=[CH:12][C:7]([CH2:6][S:5]([C:1]([CH3:4])([CH3:2])[CH3:3])=[O:35])=[C:8]([CH3:33])[CH:9]=1)[CH2:14][CH3:15])[CH3:17]. The catalyst class is: 2. (5) Reactant: CO[CH:3]=[C:4]([C:7]#[N:8])[C:5]#[N:6].Cl.[F:10][C:11]1[CH:16]=[CH:15][C:14]([NH:17][NH2:18])=[CH:13][CH:12]=1.C(N(CC)CC)C. Product: [NH2:8][C:7]1[N:17]([C:14]2[CH:15]=[CH:16][C:11]([F:10])=[CH:12][CH:13]=2)[N:18]=[CH:3][C:4]=1[C:5]#[N:6]. The catalyst class is: 8. (6) Product: [CH3:1][C:2]1[CH:10]=[C:9]([CH3:11])[C:8]2[NH:7][CH:6]=[CH:5][C:4]=2[C:3]=1[CH:22]=[O:23]. Reactant: [CH3:1][C:2]1[CH:10]=[C:9]([CH3:11])[C:8]2[N:7](S(C3C=CC(C)=CC=3)(=O)=O)[CH:6]=[CH:5][C:4]=2[C:3]=1[CH:22]=[O:23].CCCC[N+](CCCC)(CCCC)CCCC.[F-]. The catalyst class is: 49. (7) The catalyst class is: 7. Reactant: [Si:1]([O:8][CH2:9][C:10]1[N:11]=[C:12]([N:20]2[CH2:25][CH2:24][O:23][CH2:22][CH2:21]2)[S:13][C:14]=1[C:15](OCC)=[O:16])([C:4]([CH3:7])([CH3:6])[CH3:5])([CH3:3])[CH3:2].CO.[BH4-].[Li+]. Product: [Si:1]([O:8][CH2:9][C:10]1[N:11]=[C:12]([N:20]2[CH2:21][CH2:22][O:23][CH2:24][CH2:25]2)[S:13][C:14]=1[CH2:15][OH:16])([C:4]([CH3:5])([CH3:6])[CH3:7])([CH3:2])[CH3:3]. (8) Reactant: Cl.Cl.[CH3:3][O:4][C:5]1[CH:6]=[C:7]([NH:17][C:18]2[N:33]=[C:21]3[C:22]([C:27]4[CH2:28][CH2:29][NH:30][CH2:31][CH:32]=4)=[CH:23][C:24]([CH3:26])=[CH:25][N:20]3[N:19]=2)[CH:8]=[CH:9][C:10]=1[N:11]1[CH:15]=[C:14]([CH3:16])[N:13]=[CH:12]1.[CH3:34][S:35](Cl)(=[O:37])=[O:36].C(Cl)Cl. Product: [CH3:3][O:4][C:5]1[CH:6]=[C:7]([NH:17][C:18]2[N:33]=[C:21]3[C:22]([C:27]4[CH2:28][CH2:29][N:30]([S:35]([CH3:34])(=[O:37])=[O:36])[CH2:31][CH:32]=4)=[CH:23][C:24]([CH3:26])=[CH:25][N:20]3[N:19]=2)[CH:8]=[CH:9][C:10]=1[N:11]1[CH:15]=[C:14]([CH3:16])[N:13]=[CH:12]1. The catalyst class is: 61. (9) Reactant: [Br:1][C:2]1[CH:7]=[CH:6][C:5]([S:8](Cl)(=[O:10])=[O:9])=[C:4]([Cl:12])[CH:3]=1.[CH3:13][O:14][C:15]1[CH:21]=[CH:20][C:19]([N+:22]([O-:24])=[O:23])=[CH:18][C:16]=1[NH2:17].N1C=CC=CC=1. Product: [Br:1][C:2]1[CH:7]=[CH:6][C:5]([S:8]([NH:17][C:16]2[CH:18]=[C:19]([N+:22]([O-:24])=[O:23])[CH:20]=[CH:21][C:15]=2[O:14][CH3:13])(=[O:10])=[O:9])=[C:4]([Cl:12])[CH:3]=1. The catalyst class is: 4.